This data is from Forward reaction prediction with 1.9M reactions from USPTO patents (1976-2016). The task is: Predict the product of the given reaction. (1) Given the reactants Cl[CH2:2][CH2:3][CH2:4][CH:5]([CH:10]1[CH2:15][CH2:14][N:13]([C:16]([O:18][C:19]([CH3:22])([CH3:21])[CH3:20])=[O:17])[CH2:12][CH2:11]1)[C:6]([NH:8][NH2:9])=O.Cl.Cl.[CH3:25][O:26][C:27]1[CH:28]=[C:29](/[CH:39]=[CH:40]/[C:41](=[NH:45])OCC)[CH:30]=[CH:31][C:32]=1[N:33]1[CH:37]=[C:36]([CH3:38])[N:35]=[CH:34]1, predict the reaction product. The product is: [CH3:25][O:26][C:27]1[CH:28]=[C:29](/[CH:39]=[CH:40]/[C:41]2[N:45]=[C:6]3[CH:5]([CH:10]4[CH2:15][CH2:14][N:13]([C:16]([O:18][C:19]([CH3:22])([CH3:21])[CH3:20])=[O:17])[CH2:12][CH2:11]4)[CH2:4][CH2:3][CH2:2][N:8]3[N:9]=2)[CH:30]=[CH:31][C:32]=1[N:33]1[CH:37]=[C:36]([CH3:38])[N:35]=[CH:34]1. (2) Given the reactants [NH:1]1[CH:5]=[N:4][CH:3]=[N:2]1.O=P(Cl)(Cl)Cl.[I:11][C:12]1[N:13]=[C:14]([C@H:22]2[CH2:27][CH2:26][C@H:25]([C:28]([O:30][CH3:31])=[O:29])[CH2:24][CH2:23]2)[N:15]2[C:20]=1C(=O)NC=N2, predict the reaction product. The product is: [NH2:1][C:5]1[C:20]2=[C:12]([I:11])[N:13]=[C:14]([C@H:22]3[CH2:23][CH2:24][C@H:25]([C:28]([O:30][CH3:31])=[O:29])[CH2:26][CH2:27]3)[N:15]2[N:2]=[CH:3][N:4]=1. (3) Given the reactants [CH3:1][C:2]1[N:3]=[N:4][N:5]([CH3:37])[C:6]=1[C:7]1[CH:19]=[N:18][C:17]2[C:16]3[CH:15]=[C:14]([C:20]([OH:23])([CH3:22])[CH3:21])[CH:13]=[CH:12][C:11]=3[N:10]([C@@H:24]([CH:31]3[CH2:36][CH2:35][O:34][CH2:33][CH2:32]3)[C:25]3[CH:30]=[CH:29][CH:28]=[CH:27][CH:26]=3)[C:9]=2[CH:8]=1.[F:38]C1C=CC(C(OC(C2C=CC3C4N=CC=CC=4NC=3C=2)=O)C2CCOCC2)=CC=1, predict the reaction product. The product is: [CH3:1][C:2]1[N:3]=[N:4][N:5]([CH3:37])[C:6]=1[C:7]1[CH:19]=[N:18][C:17]2[C:16]3[CH:15]=[C:14]([C:20]([OH:23])([CH3:22])[CH3:21])[CH:13]=[CH:12][C:11]=3[N:10]([C@H:24]([C:25]3[CH:30]=[CH:29][C:28]([F:38])=[CH:27][CH:26]=3)[CH:31]3[CH2:32][CH2:33][O:34][CH2:35][CH2:36]3)[C:9]=2[CH:8]=1. (4) Given the reactants [NH2:1][C@H:2]1[C:11]2[C:6](=[CH:7][CH:8]=[C:9]([N:12]3[CH2:17][CH2:16][O:15][CH2:14][CH2:13]3)[CH:10]=2)[N:5]([C:18](=[O:20])[CH3:19])[C@@H:4]([CH3:21])[C@@H:3]1[CH3:22].Cl[C:24]1[CH:31]=[CH:30][C:27]([C:28]#[N:29])=[CH:26][N:25]=1.CCN(C(C)C)C(C)C, predict the reaction product. The product is: [C:18]([N:5]1[C:6]2[C:11](=[CH:10][C:9]([N:12]3[CH2:13][CH2:14][O:15][CH2:16][CH2:17]3)=[CH:8][CH:7]=2)[C@H:2]([NH:1][C:24]2[CH:31]=[CH:30][C:27]([C:28]#[N:29])=[CH:26][N:25]=2)[C@@H:3]([CH3:22])[C@@H:4]1[CH3:21])(=[O:20])[CH3:19]. (5) The product is: [Cl:35][C:32]1[CH:31]=[CH:30][C:29]([NH:28][C:20]2[N:19]=[C:18]([N:7]3[CH:8]=[CH:9][C:5]([C:4]([F:11])([F:10])[F:3])=[N:6]3)[N:26]=[C:25]3[C:21]=2[N:22]=[CH:23][N:24]3[CH3:27])=[CH:34][CH:33]=1. Given the reactants [H-].[Na+].[F:3][C:4]([F:11])([F:10])[C:5]1[CH:9]=[CH:8][NH:7][N:6]=1.CN(C)C=O.Cl[C:18]1[N:26]=[C:25]2[C:21]([N:22]=[CH:23][N:24]2[CH3:27])=[C:20]([NH:28][C:29]2[CH:34]=[CH:33][C:32]([Cl:35])=[CH:31][CH:30]=2)[N:19]=1, predict the reaction product. (6) Given the reactants [C:1]([C:4]1[CH:5]=[C:6]([C:11]2[C:12]([C@@H:17]([NH:27][C:28](=[O:34])[O:29][C:30]([CH3:33])([CH3:32])[CH3:31])[CH2:18][C:19]3[CH:24]=[C:23]([F:25])[CH:22]=[C:21]([F:26])[CH:20]=3)=[N:13][CH:14]=[N:15][CH:16]=2)[CH:7]=[CH:8][C:9]=1F)(=O)[NH2:2].Br[C:36]1C([C@@H](NC(=O)OC(C)(C)C)CC2C=C(F)C=C(F)C=2)=NC=N[CH:41]=1.C1C2C(=CC(B(O)O)=CC=2)C=CN=1, predict the reaction product. The product is: [F:26][C:21]1[CH:20]=[C:19]([CH2:18][C@H:17]([NH:27][C:28](=[O:34])[O:29][C:30]([CH3:31])([CH3:33])[CH3:32])[C:12]2[C:11]([C:6]3[CH:7]=[CH:8][CH:9]=[C:4]4[C:5]=3[CH:36]=[CH:41][N:2]=[CH:1]4)=[CH:16][N:15]=[CH:14][N:13]=2)[CH:24]=[C:23]([F:25])[CH:22]=1. (7) Given the reactants [CH2:1]([O:3][C:4](=[O:20])[C:5]([O:8][C:9]1[C:18]2[C:13](=[CH:14][CH:15]=[CH:16][CH:17]=2)[CH:12]=[C:11]([OH:19])[CH:10]=1)([CH3:7])[CH3:6])[CH3:2].[CH3:21][C:22]1[C:27]([CH2:28]O)=[CH:26][CH:25]=[C:24]([C:30]2[CH:35]=[CH:34][C:33]([C:36]([F:39])([F:38])[F:37])=[CH:32][CH:31]=2)[N:23]=1, predict the reaction product. The product is: [CH2:1]([O:3][C:4](=[O:20])[C:5]([CH3:7])([O:8][C:9]1[C:18]2[C:13](=[CH:14][CH:15]=[CH:16][CH:17]=2)[CH:12]=[C:11]([O:19][CH2:28][C:27]2[C:22]([CH3:21])=[N:23][C:24]([C:30]3[CH:31]=[CH:32][C:33]([C:36]([F:39])([F:37])[F:38])=[CH:34][CH:35]=3)=[CH:25][CH:26]=2)[CH:10]=1)[CH3:6])[CH3:2].